From a dataset of Catalyst prediction with 721,799 reactions and 888 catalyst types from USPTO. Predict which catalyst facilitates the given reaction. (1) Reactant: [NH:1]1[CH2:6][CH2:5][CH2:4][CH2:3][CH:2]1[CH2:7][OH:8].C([O-])([O-])=O.[K+].[K+].[CH2:15](Br)[C:16]1[CH:21]=[CH:20][CH:19]=[CH:18][CH:17]=1. Product: [CH2:15]([N:1]1[CH2:6][CH2:5][CH2:4][CH2:3][CH:2]1[CH2:7][OH:8])[C:16]1[CH:21]=[CH:20][CH:19]=[CH:18][CH:17]=1. The catalyst class is: 9. (2) Reactant: [F-].C([N+](CCCC)(CCCC)CCCC)CCC.[Si]([O:26][CH2:27][CH2:28][CH2:29][O:30][C:31]1[CH:36]=[CH:35][C:34]([C:37]2[CH:42]=[CH:41][C:40]([C:43]([O:45][CH2:46][CH3:47])=[O:44])=[CH:39][CH:38]=2)=[CH:33][C:32]=1[C:48]1[CH:57]=[CH:56][C:55]2[C:54]([CH3:59])([CH3:58])[CH2:53][CH2:52][C:51]([CH3:61])([CH3:60])[C:50]=2[CH:49]=1)(C(C)(C)C)(C)C.O. Product: [OH:26][CH2:27][CH2:28][CH2:29][O:30][C:31]1[CH:36]=[CH:35][C:34]([C:37]2[CH:38]=[CH:39][C:40]([C:43]([O:45][CH2:46][CH3:47])=[O:44])=[CH:41][CH:42]=2)=[CH:33][C:32]=1[C:48]1[CH:57]=[CH:56][C:55]2[C:54]([CH3:59])([CH3:58])[CH2:53][CH2:52][C:51]([CH3:60])([CH3:61])[C:50]=2[CH:49]=1. The catalyst class is: 7. (3) Reactant: [NH2:1][CH:2]([CH2:4][C:5]1[CH:10]=[CH:9][CH:8]=[CH:7][CH:6]=1)[CH3:3].[H-].[Al+3].[Li+].[H-].[H-].[H-].O.[CH:18](OCC)=O. Product: [CH3:3][C@H:2]([NH:1][CH3:18])[CH2:4][C:5]1[CH:10]=[CH:9][CH:8]=[CH:7][CH:6]=1. The catalyst class is: 27. (4) Reactant: [Li+].[OH-].[CH3:3][O:4][C:5]1[CH:14]=[C:13]2[C:8]([CH:9]=[C:10]([C:20]([O:22]C)=[O:21])[C:11]([C:15]3[CH:19]=[CH:18][S:17][CH:16]=3)=[N:12]2)=[CH:7][CH:6]=1.Cl. Product: [CH3:3][O:4][C:5]1[CH:14]=[C:13]2[C:8]([CH:9]=[C:10]([C:20]([OH:22])=[O:21])[C:11]([C:15]3[CH:19]=[CH:18][S:17][CH:16]=3)=[N:12]2)=[CH:7][CH:6]=1. The catalyst class is: 1. (5) Reactant: [F:1][C:2]1[CH:3]=[CH:4][C:5]([OH:11])=[C:6]([C:8](=[O:10])[CH3:9])[CH:7]=1.C(=O)([O-])[O-].[K+].[K+].BrC[C:20]([CH:22]1[CH2:27][CH2:26][CH2:25][CH2:24][CH2:23]1)=[O:21]. Product: [CH:22]1([C:20]([C:9]2[O:11][C:5]3[CH:4]=[CH:3][C:2]([F:1])=[CH:7][C:6]=3[C:8]=2[OH:10])=[O:21])[CH2:27][CH2:26][CH2:25][CH2:24][CH2:23]1. The catalyst class is: 10. (6) Reactant: [O:1]1[C:9]2[CH2:8][CH2:7][NH:6][CH2:5][C:4]=2[N:3]=[C:2]1[C:10]1[CH:11]=[C:12]([CH:15]=[CH:16][CH:17]=1)[C:13]#[N:14].C(C1C=C(C=CC=1)C(O)=O)#N.CCN(C(C)C)C(C)C.Cl[C:39]1[N:46]=[CH:45][CH:44]=[CH:43][C:40]=1[C:41]#[N:42]. Product: [C:13]([C:12]1[CH:11]=[C:10]([C:2]2[O:1][C:9]3[CH2:8][CH2:7][N:6]([C:39]4[N:46]=[CH:45][CH:44]=[CH:43][C:40]=4[C:41]#[N:42])[CH2:5][C:4]=3[N:3]=2)[CH:17]=[CH:16][CH:15]=1)#[N:14]. The catalyst class is: 3. (7) Reactant: [NH2:1][C:2]1[CH:11]=[CH:10][CH:9]=[C:8]2[C:3]=1[CH:4]=[CH:5][N:6]([C@H:13]([CH:18]([CH3:20])[CH3:19])[C:14]([O:16][CH3:17])=[O:15])[C:7]2=[O:12].[Cl:21][C:22]1[CH:27]=[CH:26][C:25]([C@H:28]([CH3:32])[C:29](O)=[O:30])=[CH:24][CH:23]=1.F[P-](F)(F)(F)(F)F.C[N+](C)=C(N(C)C)ON1C2N=CC=CC=2N=N1.C(N(CC)C(C)C)(C)C.CN(C)C=O. Product: [Cl:21][C:22]1[CH:23]=[CH:24][C:25]([C@H:28]([CH3:32])[C:29]([NH:1][C:2]2[CH:11]=[CH:10][CH:9]=[C:8]3[C:3]=2[CH:4]=[CH:5][N:6]([C@H:13]([CH:18]([CH3:20])[CH3:19])[C:14]([O:16][CH3:17])=[O:15])[C:7]3=[O:12])=[O:30])=[CH:26][CH:27]=1. The catalyst class is: 2.